This data is from Full USPTO retrosynthesis dataset with 1.9M reactions from patents (1976-2016). The task is: Predict the reactants needed to synthesize the given product. The reactants are: [O:1]=[C:2]([C:22]1[CH:27]=[CH:26][CH:25]=[CH:24][CH:23]=1)[CH2:3][O:4][C@H:5]1[CH2:10][CH2:9][C@H:8]([N:11]2[C:19](=[O:20])[C:18]3[C:13](=[CH:14][CH:15]=[CH:16][CH:17]=3)[C:12]2=[O:21])[CH2:7][CH2:6]1.[H][H]. Given the product [OH:1][CH:2]([C:22]1[CH:23]=[CH:24][CH:25]=[CH:26][CH:27]=1)[CH2:3][O:4][C@H:5]1[CH2:6][CH2:7][C@H:8]([N:11]2[C:19](=[O:20])[C:18]3[C:13](=[CH:14][CH:15]=[CH:16][CH:17]=3)[C:12]2=[O:21])[CH2:9][CH2:10]1, predict the reactants needed to synthesize it.